Dataset: Forward reaction prediction with 1.9M reactions from USPTO patents (1976-2016). Task: Predict the product of the given reaction. (1) Given the reactants [CH2:1]([CH:3]([C:6]1[CH:7]=[C:8]([CH:12]=[C:13]([O:15][CH3:16])[N:14]=1)[C:9]([OH:11])=O)[CH2:4][CH3:5])[CH3:2].CCN(C(C)C)C(C)C.CN(C(ON1N=NC2C=CC=CC1=2)=[N+](C)C)C.[B-](F)(F)(F)F.[CH2:48]([C:50]1[CH:65]=[C:64]([C:66](=[NH:69])[NH:67]O)[CH:63]=[C:62]([CH3:70])[C:51]=1[O:52][CH2:53][C@@H:54]([OH:61])[CH2:55][NH:56][C:57](=[O:60])[CH2:58][OH:59])[CH3:49], predict the reaction product. The product is: [CH2:48]([C:50]1[CH:65]=[C:64]([C:66]2[N:69]=[C:9]([C:8]3[CH:12]=[C:13]([O:15][CH3:16])[N:14]=[C:6]([CH:3]([CH2:1][CH3:2])[CH2:4][CH3:5])[CH:7]=3)[O:11][N:67]=2)[CH:63]=[C:62]([CH3:70])[C:51]=1[O:52][CH2:53][C@@H:54]([OH:61])[CH2:55][NH:56][C:57](=[O:60])[CH2:58][OH:59])[CH3:49]. (2) Given the reactants [CH:1]1[C:6]([OH:7])=[CH:5][C:4]2[C:8]([CH2:11][CH2:12][NH2:13])=[CH:9][NH:10][C:3]=2[CH:2]=1.Cl.[C:15](O)(=[O:24])/[CH:16]=[CH:17]/[C:18]1[CH:23]=[CH:22][CH:21]=[CH:20][CH:19]=1.C(N(CC)CC)C.O.ON1C2C=CC=CC=2N=N1.Cl.C(N=C=NCCCN(C)C)C, predict the reaction product. The product is: [OH:7][C:6]1[CH:5]=[C:4]2[C:3](=[CH:2][CH:1]=1)[NH:10][CH:9]=[C:8]2[CH2:11][CH2:12][NH:13][C:15](=[O:24])[CH:16]=[CH:17][C:18]1[CH:23]=[CH:22][CH:21]=[CH:20][CH:19]=1. (3) Given the reactants [Cl-].[CH3:2][O:3][CH2:4][P+](C1C=CC=CC=1)(C1C=CC=CC=1)C1C=CC=CC=1.[Li]CCCC.[N:29]1[C:38]2[C:33](=[CH:34][CH:35]=[CH:36][CH:37]=2)[CH:32]=[C:31]([CH:39]=O)[CH:30]=1, predict the reaction product. The product is: [CH3:2][O:3]/[CH:4]=[CH:39]/[C:31]1[CH:30]=[N:29][C:38]2[C:33]([CH:32]=1)=[CH:34][CH:35]=[CH:36][CH:37]=2. (4) The product is: [CH3:26][N:25]([CH3:27])[CH2:24][CH2:23][NH:22][S:19]([C:16]1[CH:17]=[CH:18][C:13]([CH:11]=[O:28])=[CH:14][CH:15]=1)(=[O:21])=[O:20]. Given the reactants [H-].C([Al+]CC(C)C)C(C)C.[C:11]([C:13]1[CH:18]=[CH:17][C:16]([S:19]([NH:22][CH2:23][CH2:24][N:25]([CH3:27])[CH3:26])(=[O:21])=[O:20])=[CH:15][CH:14]=1)#N.[OH:28]S(O)(=O)=O.C([O-])(O)=O.[Na+], predict the reaction product.